Predict the product of the given reaction. From a dataset of Forward reaction prediction with 1.9M reactions from USPTO patents (1976-2016). (1) Given the reactants [CH3:1][O:2][CH2:3][CH2:4][CH:5]1[NH:10][CH2:9][CH2:8][N:7]([C:11]([C:24]2[CH:29]=[CH:28][CH:27]=[CH:26][CH:25]=2)([C:18]2[CH:23]=[CH:22][CH:21]=[CH:20][CH:19]=2)[C:12]2[CH:17]=[CH:16][CH:15]=[CH:14][CH:13]=2)[CH2:6]1.C=O.[C:32](O[BH-](OC(=O)C)OC(=O)C)(=O)C.[Na+], predict the reaction product. The product is: [CH3:1][O:2][CH2:3][CH2:4][CH:5]1[CH2:6][N:7]([C:11]([C:24]2[CH:29]=[CH:28][CH:27]=[CH:26][CH:25]=2)([C:18]2[CH:19]=[CH:20][CH:21]=[CH:22][CH:23]=2)[C:12]2[CH:17]=[CH:16][CH:15]=[CH:14][CH:13]=2)[CH2:8][CH2:9][N:10]1[CH3:32]. (2) Given the reactants C[O:2][C:3]1[CH:4]=[C:5]2[C:10]3=[C:11]([NH:15][CH:16]=[CH:17][C:9]3=[N:8][CH:7]=[CH:6]2)[C:12]=1[O:13]C.[BrH:18], predict the reaction product. The product is: [BrH:18].[OH:2][C:3]1[C:12]([OH:13])=[C:11]2[NH:15][CH:16]=[CH:17][C:9]3[N:8]=[CH:7][CH:6]=[C:5]([CH:4]=1)[C:10]2=3. (3) Given the reactants [Br:1][C:2]1[C:3]([S:11][C:12]2[N:13]([CH2:22][CH2:23][CH:24]3[CH2:29][CH2:28][NH:27][CH2:26][CH2:25]3)[C:14]3[C:19]([N:20]=2)=[C:18]([NH2:21])[N:17]=[CH:16][N:15]=3)=[CH:4][C:5]2[O:9][CH2:8][O:7][C:6]=2[CH:10]=1.[CH3:30][S:31]([NH:34][CH2:35][C:36](O)=[O:37])(=[O:33])=[O:32], predict the reaction product. The product is: [NH2:21][C:18]1[N:17]=[CH:16][N:15]=[C:14]2[C:19]=1[N:20]=[C:12]([S:11][C:3]1[C:2]([Br:1])=[CH:10][C:6]3[O:7][CH2:8][O:9][C:5]=3[CH:4]=1)[N:13]2[CH2:22][CH2:23][CH:24]1[CH2:25][CH2:26][N:27]([C:36](=[O:37])[CH2:35][NH:34][S:31]([CH3:30])(=[O:33])=[O:32])[CH2:28][CH2:29]1. (4) The product is: [Cl:1][C:2]1[CH:3]=[CH:4][C:5]([CH3:14])=[C:6]([CH2:7][NH:9][CH:10]2[CH2:11][CH2:12]2)[CH:13]=1. Given the reactants [Cl:1][C:2]1[CH:3]=[CH:4][C:5]([CH3:14])=[C:6]([CH:13]=1)[C:7]([NH:9][CH:10]1[CH2:12][CH2:11]1)=O.B, predict the reaction product. (5) Given the reactants C([O:8][C:9]1[CH:25]=[CH:24][C:12]([CH2:13][C:14]2[C:22]3[C:21](Cl)=[N:20][CH:19]=[N:18][C:17]=3[NH:16][CH:15]=2)=[CH:11][CH:10]=1)C1C=CC=CC=1.[C:26]([OH:30])(=O)[CH:27]=[CH2:28].C(Cl)CCl.CC[N:37](C(C)C)C(C)C.CN([C:47]1[CH:48]=[CH:49][N:50]=[CH:51][CH:52]=1)C.CN(C=O)C, predict the reaction product. The product is: [OH:8][C:9]1[CH:10]=[CH:11][C:12]([CH2:13][C:14]2[C:22]3[C:21]([NH:37][C@@H:52]4[CH2:47][CH2:48][CH2:49][N:50]([C:26](=[O:30])[CH:27]=[CH2:28])[CH2:51]4)=[N:20][CH:19]=[N:18][C:17]=3[NH:16][CH:15]=2)=[CH:24][CH:25]=1. (6) Given the reactants [CH2:1]([O:3][C:4]([C:6]1[S:10][C:9](N)=[N:8][C:7]=1[CH:12]([CH3:14])[CH3:13])=[O:5])[CH3:2].[Br-:15].[Na+].S(=O)(=O)(O)O.N([O-])=O.[Na+], predict the reaction product. The product is: [CH2:1]([O:3][C:4]([C:6]1[S:10][C:9]([Br:15])=[N:8][C:7]=1[CH:12]([CH3:14])[CH3:13])=[O:5])[CH3:2]. (7) Given the reactants [CH3:1][S:2]([O:5][C:6]1[CH:11]=[C:10]([C:12]2([C:20]3[CH:25]=[CH:24][C:23]([F:26])=[C:22]([Br:27])[CH:21]=3)[C:16](=[O:17])[N:15]([CH3:18])[C:14](=S)[NH:13]2)[CH:9]=[CH:8][C:7]=1[CH2:28][CH3:29])(=[O:4])=[O:3].[OH-].[NH4+:31].C(OO)(C)(C)C, predict the reaction product. The product is: [CH3:1][S:2]([O:5][C:6]1[CH:11]=[C:10]([C:12]2([C:20]3[CH:25]=[CH:24][C:23]([F:26])=[C:22]([Br:27])[CH:21]=3)[C:16](=[O:17])[N:15]([CH3:18])[C:14]([NH2:31])=[N:13]2)[CH:9]=[CH:8][C:7]=1[CH2:28][CH3:29])(=[O:4])=[O:3].